From a dataset of NCI-60 drug combinations with 297,098 pairs across 59 cell lines. Regression. Given two drug SMILES strings and cell line genomic features, predict the synergy score measuring deviation from expected non-interaction effect. Drug 1: CC(C)(C#N)C1=CC(=CC(=C1)CN2C=NC=N2)C(C)(C)C#N. Drug 2: C1=NC(=NC(=O)N1C2C(C(C(O2)CO)O)O)N. Cell line: TK-10. Synergy scores: CSS=7.80, Synergy_ZIP=-7.87, Synergy_Bliss=-1.74, Synergy_Loewe=-10.6, Synergy_HSA=-8.57.